From a dataset of Catalyst prediction with 721,799 reactions and 888 catalyst types from USPTO. Predict which catalyst facilitates the given reaction. Reactant: [Cl:1][C:2]1[CH:7]=[CH:6][CH:5]=[C:4](I)[N:3]=1.[CH3:9][N:10]1[C:18]2[C:13](=[CH:14][CH:15]=[CH:16][CH:17]=2)[CH:12]=[C:11]1B(O)O.C([O-])([O-])=O.[Na+].[Na+].O1CCOCC1. Product: [Cl:1][C:2]1[N:3]=[C:4]([C:11]2[N:10]([CH3:9])[C:18]3[C:13]([CH:12]=2)=[CH:14][CH:15]=[CH:16][CH:17]=3)[CH:5]=[CH:6][CH:7]=1. The catalyst class is: 257.